From a dataset of Reaction yield outcomes from USPTO patents with 853,638 reactions. Predict the reaction yield, written as a fraction of the theoretical maximum amount of product (1.0 means a 100% yield; for example, 0.34 means a 34% yield). (1) The reactants are [CH2:1]([N:8]([CH2:21][C:22]1[CH:27]=[CH:26][CH:25]=[CH:24][CH:23]=1)[C:9]1[C:18]2[C:13](=[CH:14][CH:15]=[C:16]([O:19][CH3:20])[CH:17]=2)[CH:12]=[CH:11][CH:10]=1)[C:2]1[CH:7]=[CH:6][CH:5]=[CH:4][CH:3]=1.[OH-].[Na+].Cl.[O:31]1CCC[CH2:32]1. No catalyst specified. The product is [CH2:21]([N:8]([CH2:1][C:2]1[CH:3]=[CH:4][CH:5]=[CH:6][CH:7]=1)[C:9]1[C:18]2[C:13](=[CH:14][CH:15]=[C:16]([O:19][CH3:20])[CH:17]=2)[C:12]([CH:32]=[O:31])=[CH:11][CH:10]=1)[C:22]1[CH:27]=[CH:26][CH:25]=[CH:24][CH:23]=1. The yield is 0.980. (2) The reactants are [C:1]([O:5][C:6]([N:8]([CH2:23][CH2:24][CH2:25][CH3:26])[CH2:9][C@H:10]([NH:12]C(=O)OCC1C=CC=CC=1)[CH3:11])=[O:7])([CH3:4])([CH3:3])[CH3:2].[H][H]. The catalyst is CO.[C].[Pd]. The product is [NH2:12][C@H:10]([CH3:11])[CH2:9][N:8]([CH2:23][CH2:24][CH2:25][CH3:26])[C:6](=[O:7])[O:5][C:1]([CH3:2])([CH3:3])[CH3:4]. The yield is 0.950.